From a dataset of Forward reaction prediction with 1.9M reactions from USPTO patents (1976-2016). Predict the product of the given reaction. (1) Given the reactants [OH-].[Na+].[N:3]1[C:16]2[C:7](=C3[C:13](=[CH:14][CH:15]=2)[CH:12]=[CH:11][C:10](=O)[C:9]3=[O:18])[CH:6]=[CH:5][CH:4]=1, predict the reaction product. The product is: [CH:6]1[C:7]2[C:9](=[O:18])[C:10]3[C:15](=[CH:14][CH:13]=[CH:12][CH:11]=3)[C:16]=2[N:3]=[CH:4][CH:5]=1. (2) Given the reactants [NH:1]1[C:9]2[C:4](=[CH:5][C:6]([C:10]([OH:12])=O)=[CH:7][CH:8]=2)[CH:3]=[N:2]1.Cl.[CH3:14][NH:15][O:16][CH3:17].C1C=CC2N(O)N=NC=2C=1.CCN=C=NCCCN(C)C.CCN(CC)CC, predict the reaction product. The product is: [CH3:17][O:16][N:15]([CH3:14])[C:10]([C:6]1[CH:5]=[C:4]2[C:9](=[CH:8][CH:7]=1)[NH:1][N:2]=[CH:3]2)=[O:12]. (3) Given the reactants [Br:1][C:2]1[CH:3]=[C:4]([N+:12]([O-:14])=[O:13])[C:5]([CH3:11])=[C:6]([CH:10]=1)[C:7]([OH:9])=[O:8].[C:15]([O-])([O-])=O.[Na+].[Na+].IC, predict the reaction product. The product is: [Br:1][C:2]1[CH:3]=[C:4]([N+:12]([O-:14])=[O:13])[C:5]([CH3:11])=[C:6]([CH:10]=1)[C:7]([O:9][CH3:15])=[O:8]. (4) Given the reactants [C:1]1([CH2:7][C:8](Cl)=[O:9])[CH:6]=[CH:5][CH:4]=[CH:3][CH:2]=1.[CH:11]1([O:16][C:17]2[CH:18]=[C:19]([C:25](=[O:35])[CH2:26][C:27]3[C:32]([Cl:33])=[CH:31][N:30]=[CH:29][C:28]=3[Cl:34])[CH:20]=[CH:21][C:22]=2[O:23][CH3:24])[CH2:15][CH2:14][CH2:13][CH2:12]1, predict the reaction product. The product is: [CH:11]1([O:16][C:17]2[CH:18]=[C:19](/[C:25](/[O:35][C:8](=[O:9])[CH2:7][C:1]3[CH:6]=[CH:5][CH:4]=[CH:3][CH:2]=3)=[CH:26]/[C:27]3[C:32]([Cl:33])=[CH:31][N:30]=[CH:29][C:28]=3[Cl:34])[CH:20]=[CH:21][C:22]=2[O:23][CH3:24])[CH2:15][CH2:14][CH2:13][CH2:12]1.